From a dataset of Peptide-MHC class II binding affinity with 134,281 pairs from IEDB. Regression. Given a peptide amino acid sequence and an MHC pseudo amino acid sequence, predict their binding affinity value. This is MHC class II binding data. (1) The binding affinity (normalized) is 0.466. The MHC is HLA-DQA10501-DQB10301 with pseudo-sequence HLA-DQA10501-DQB10301. The peptide sequence is EKIYFAATQFEPLAA. (2) The peptide sequence is WFINWYLPISQLFYN. The MHC is HLA-DQA10102-DQB10602 with pseudo-sequence HLA-DQA10102-DQB10602. The binding affinity (normalized) is 0.573.